From a dataset of Reaction yield outcomes from USPTO patents with 853,638 reactions. Predict the reaction yield, written as a fraction of the theoretical maximum amount of product (1.0 means a 100% yield; for example, 0.34 means a 34% yield). The reactants are O=[C:2](C)CP(=O)(OC)OC.C(=O)([O-])[O-].[K+].[K+].S(N=[N+]=[N-])(C1C=CC(C)=CC=1)(=O)=O.[C:30]([O:34][C:35]([N:37]1[CH2:41][C@H:40]([CH2:42][NH:43][C:44]([O:46][C:47]([CH3:50])([CH3:49])[CH3:48])=[O:45])[CH2:39][CH:38]1[CH2:51][CH:52]=O)=[O:36])([CH3:33])([CH3:32])[CH3:31]. The catalyst is CC#N.CO.ClCCl. The product is [C:47]([O:46][C:44]([N:43]1[CH2:42][C@H:40]([CH2:41][NH:37][C:35]([O:34][C:30]([CH3:32])([CH3:31])[CH3:33])=[O:36])[CH2:39][CH:38]1[CH2:51][C:52]#[CH:2])=[O:45])([CH3:50])([CH3:49])[CH3:48]. The yield is 0.580.